This data is from Full USPTO retrosynthesis dataset with 1.9M reactions from patents (1976-2016). The task is: Predict the reactants needed to synthesize the given product. (1) Given the product [Br:11][C:12]1[CH:13]=[C:14]([C:15]([N:4]2[C:5]3[CH:10]=[CH:9][CH:8]=[CH:7][C:6]=3[O:1][CH2:2][CH2:3]2)=[O:16])[CH:18]=[C:19]([Br:22])[C:20]=1[OH:21], predict the reactants needed to synthesize it. The reactants are: [O:1]1[C:6]2[CH:7]=[CH:8][CH:9]=[CH:10][C:5]=2[NH:4][CH2:3][CH2:2]1.[Br:11][C:12]1[CH:13]=[C:14]([CH:18]=[C:19]([Br:22])[C:20]=1[OH:21])[C:15](Cl)=[O:16]. (2) Given the product [Cl:12][C:13]1[C:21]2[N:20]=[C:19]([CH3:22])[N:18]([C:23]3[CH:28]=[CH:27][CH:26]=[C:25]([O:29][C:2]4[CH:7]=[CH:6][CH:5]=[CH:4][C:3]=4[S:8]([CH3:11])(=[O:10])=[O:9])[CH:24]=3)[C:17]=2[CH:16]=[CH:15][CH:14]=1, predict the reactants needed to synthesize it. The reactants are: F[C:2]1[CH:7]=[CH:6][CH:5]=[CH:4][C:3]=1[S:8]([CH3:11])(=[O:10])=[O:9].[Cl:12][C:13]1[C:21]2[N:20]=[C:19]([CH3:22])[N:18]([C:23]3[CH:24]=[C:25]([OH:29])[CH:26]=[CH:27][CH:28]=3)[C:17]=2[CH:16]=[CH:15][CH:14]=1. (3) Given the product [C:50]([O:49][C:47](=[O:48])[CH2:46][C@@:10]1([C:14]([OH:16])=[O:15])[C@H:11]([CH3:13])[CH2:12][NH:8][CH2:9]1)([CH3:53])([CH3:52])[CH3:51], predict the reactants needed to synthesize it. The reactants are: C([N:8]1[CH2:12][C@@H:11]([CH3:13])[C@H:10]([C:14]([O:16]CC2C=CC(OC)=CC=2)=[O:15])[CH2:9]1)C1C=CC=CC=1.C([N-]C(C)C)(C)C.[Li+].CCCCCC.O1CCCC1.Br[CH2:46][C:47]([O:49][C:50]([CH3:53])([CH3:52])[CH3:51])=[O:48].[Cl-].[NH4+]. (4) Given the product [Br:13][CH2:14][CH2:15][CH2:16][CH2:17][CH2:18][C:19]([C:7]1[CH:8]=[C:3]([O:2][CH3:1])[C:4]([O:11][CH3:12])=[CH:5][C:6]=1[O:9][CH3:10])=[O:20], predict the reactants needed to synthesize it. The reactants are: [CH3:1][O:2][C:3]1[CH:8]=[CH:7][C:6]([O:9][CH3:10])=[CH:5][C:4]=1[O:11][CH3:12].[Br:13][CH2:14][CH2:15][CH2:16][CH2:17][CH2:18][C:19](Cl)=[O:20].[Al+3].[Cl-].[Cl-].[Cl-].Cl. (5) Given the product [F:32][C:29]([F:31])([F:30])[C:27]1[CH:26]=[C:5]([CH:4]=[C:3]([C:2]([F:1])([F:33])[F:34])[CH:28]=1)[C:6]([N:8]1[CH2:9][CH2:10][C:11]2([N:15]([C:16]3[CH:21]=[CH:20][CH:19]=[CH:18][C:17]=3[Cl:22])[CH2:14][N:13]([CH2:37][C:38]3[N:39]=[C:40]([CH3:43])[S:41][CH:42]=3)[C:12]2=[O:23])[CH2:24][CH2:25]1)=[O:7], predict the reactants needed to synthesize it. The reactants are: [F:1][C:2]([F:34])([F:33])[C:3]1[CH:4]=[C:5]([CH:26]=[C:27]([C:29]([F:32])([F:31])[F:30])[CH:28]=1)[C:6]([N:8]1[CH2:25][CH2:24][C:11]2([N:15]([C:16]3[CH:21]=[CH:20][CH:19]=[CH:18][C:17]=3[Cl:22])[CH2:14][NH:13][C:12]2=[O:23])[CH2:10][CH2:9]1)=[O:7].Cl.Cl[CH2:37][C:38]1[N:39]=[C:40]([CH3:43])[S:41][CH:42]=1. (6) Given the product [F:25][C:26]1[CH:27]=[CH:28][C:29]([CH2:32][C:33]([CH3:38])([CH3:37])[C:34]([N:21]2[CH2:22][CH2:23][CH2:24][CH:19]([CH2:18][NH:17][C:15]([NH:14][C:10]3[CH:11]=[CH:12][CH:13]=[C:8]([C:7]4[N:3]([CH3:2])[N:4]=[N:5][N:6]=4)[CH:9]=3)=[O:16])[CH2:20]2)=[O:35])=[CH:30][CH:31]=1, predict the reactants needed to synthesize it. The reactants are: Cl.[CH3:2][N:3]1[C:7]([C:8]2[CH:9]=[C:10]([NH:14][C:15]([NH:17][CH2:18][CH:19]3[CH2:24][CH2:23][CH2:22][NH:21][CH2:20]3)=[O:16])[CH:11]=[CH:12][CH:13]=2)=[N:6][N:5]=[N:4]1.[F:25][C:26]1[CH:31]=[CH:30][C:29]([CH2:32][C:33]([CH3:38])([CH3:37])[C:34](O)=[O:35])=[CH:28][CH:27]=1.C(N(CC)CC)C.F[P-](F)(F)(F)(F)F.N1(O[P+](N2CCCC2)(N2CCCC2)N2CCCC2)C2C=CC=CC=2N=N1. (7) The reactants are: C[Mg]Cl.[Cl:4][C:5]1[CH:6]=[C:7](Cl)[C:8]2[C:9](=[CH:11][S:12][CH:13]=2)[N:10]=1.[CH3:15]N1CCCC1=O. Given the product [Cl:4][C:5]1[CH:6]=[C:7]([CH3:15])[C:8]2[C:9](=[CH:11][S:12][CH:13]=2)[N:10]=1, predict the reactants needed to synthesize it.